From a dataset of Catalyst prediction with 721,799 reactions and 888 catalyst types from USPTO. Predict which catalyst facilitates the given reaction. (1) Reactant: [CH:1]1[C:14]2[C:5](=[CH:6][C:7]3[C:12]([C:13]=2[CH:15]=O)=[CH:11][CH:10]=[CH:9][CH:8]=3)[CH:4]=[CH:3][CH:2]=1.[CH2:17]([NH2:25])[CH2:18][CH2:19][CH2:20][CH2:21][CH2:22][CH2:23][CH3:24].[BH4-].[Na+].C(Cl)(Cl)[Cl:29]. Product: [ClH:29].[CH2:17]([NH:25][CH2:15][C:13]1[C:14]2[C:5]([CH:6]=[C:7]3[C:12]=1[CH:11]=[CH:10][CH:9]=[CH:8]3)=[CH:4][CH:3]=[CH:2][CH:1]=2)[CH2:18][CH2:19][CH2:20][CH2:21][CH2:22][CH2:23][CH3:24]. The catalyst class is: 5. (2) The catalyst class is: 2. Product: [C@H:25]1([NH:24][C:23]([C@H:13]2[NH:14][CH2:15][C@@H:11]([O:10][CH2:9][C:8]3[CH:7]=[CH:6][C:5]([C:3]([O:2][CH3:1])=[O:4])=[CH:37][CH:36]=3)[CH2:12]2)=[O:35])[C:34]2[C:29](=[CH:30][CH:31]=[CH:32][CH:33]=2)[CH2:28][CH2:27][CH2:26]1.[ClH:38]. Reactant: [CH3:1][O:2][C:3]([C:5]1[CH:37]=[CH:36][C:8]([CH2:9][O:10][C@@H:11]2[CH2:15][N:14](C(OC(C)(C)C)=O)[C@H:13]([C:23](=[O:35])[NH:24][C@H:25]3[C:34]4[C:29](=[CH:30][CH:31]=[CH:32][CH:33]=4)[CH2:28][CH2:27][CH2:26]3)[CH2:12]2)=[CH:7][CH:6]=1)=[O:4].[ClH:38]. (3) Reactant: [F:1][C:2]1[CH:14]=[C:13]([OH:15])[C:12]([F:16])=[CH:11][C:3]=1[C:4]([NH:6][S:7]([CH3:10])(=[O:9])=[O:8])=[O:5].Br[CH2:18][C:19]1[CH:24]=[CH:23][C:22]([Cl:25])=[C:21]([Cl:26])[CH:20]=1.C(=O)([O-])[O-].[K+].[K+]. Product: [Cl:26][C:21]1[CH:20]=[C:19]([CH:24]=[CH:23][C:22]=1[Cl:25])[CH2:18][O:15][C:13]1[C:12]([F:16])=[CH:11][C:3]([C:4]([NH:6][S:7]([CH3:10])(=[O:8])=[O:9])=[O:5])=[C:2]([F:1])[CH:14]=1. The catalyst class is: 16. (4) Reactant: C([O:3][C:4](=[O:38])[C@H:5]([CH2:17][C:18]1[CH:23]=[CH:22][C:21]([C:24]2[C:29]([O:30][CH3:31])=[CH:28][C:27]([CH2:32][O:33][CH2:34][CH3:35])=[CH:26][C:25]=2[O:36][CH3:37])=[CH:20][CH:19]=1)[NH:6][C:7](=[O:16])[C:8]1[C:13]([Cl:14])=[CH:12][CH:11]=[CH:10][C:9]=1[Cl:15])C.[Li+].[OH-]. Product: [Cl:14][C:13]1[CH:12]=[CH:11][CH:10]=[C:9]([Cl:15])[C:8]=1[C:7]([NH:6][C@H:5]([C:4]([OH:38])=[O:3])[CH2:17][C:18]1[CH:23]=[CH:22][C:21]([C:24]2[C:25]([O:36][CH3:37])=[CH:26][C:27]([CH2:32][O:33][CH2:34][CH3:35])=[CH:28][C:29]=2[O:30][CH3:31])=[CH:20][CH:19]=1)=[O:16]. The catalyst class is: 20. (5) Reactant: OO.[Cl:3][C:4]1[C:5]([O:19][CH2:20][C:21]([F:24])([CH3:23])[CH3:22])=[N:6][CH:7]=[C:8](B2OC(C)(C)C(C)(C)O2)[CH:9]=1.S([O-])([O-])(=[O:27])=S.[Na+].[Na+]. Product: [Cl:3][C:4]1[CH:9]=[C:8]([OH:27])[CH:7]=[N:6][C:5]=1[O:19][CH2:20][C:21]([F:24])([CH3:23])[CH3:22]. The catalyst class is: 24. (6) Reactant: [Br:1][C:2]1[CH:3]=[C:4]([C@@H:8]2[CH2:10][C@H:9]2[C:11]([O:13]C)=[O:12])[CH:5]=[CH:6][CH:7]=1.[Li+].[OH-]. Product: [Br:1][C:2]1[CH:3]=[C:4]([CH:8]2[CH2:10][CH:9]2[C:11]([OH:13])=[O:12])[CH:5]=[CH:6][CH:7]=1. The catalyst class is: 36.